Dataset: Forward reaction prediction with 1.9M reactions from USPTO patents (1976-2016). Task: Predict the product of the given reaction. (1) Given the reactants CCN=C=NCCCN(C)C.Cl.[Cl:13][C:14]1[C:15]2[CH:22]=[CH:21][N:20]([C@H:23]3[C@@H:27]4[O:28][C:29]([CH3:32])([CH3:31])[O:30][C@@H:26]4[C@@H:25]([CH2:33][OH:34])[CH2:24]3)[C:16]=2[N:17]=[CH:18][N:19]=1.N1C=CC=CC=1.C(O)(C(F)(F)F)=O, predict the reaction product. The product is: [Cl:13][C:14]1[C:15]2[CH:22]=[CH:21][N:20]([C@H:23]3[C@@H:27]4[O:28][C:29]([CH3:31])([CH3:32])[O:30][C@@H:26]4[C@@H:25]([CH:33]=[O:34])[CH2:24]3)[C:16]=2[N:17]=[CH:18][N:19]=1. (2) The product is: [F:61][C:62]1[CH:63]=[C:64]([NH:8][C:9](=[S:35])[NH:10][C:11]2[CH:12]=[CH:13][C:14]([C:17]3[CH:18]=[C:19]4[C:23](=[CH:24][CH:25]=3)[C:22](=[O:26])[N:21]([C@@H:27]([CH:32]([CH3:33])[CH3:34])[C:28]([O:30][CH3:31])=[O:29])[CH2:20]4)=[CH:15][CH:16]=2)[CH:65]=[CH:66][CH:67]=1. Given the reactants FC1C=CC=CC=1[NH:8][C:9](=[S:35])[NH:10][C:11]1[CH:16]=[CH:15][C:14]([C:17]2[CH:18]=[C:19]3[C:23](=[CH:24][CH:25]=2)[C:22](=[O:26])[N:21]([C@@H:27]([CH:32]([CH3:34])[CH3:33])[C:28]([O:30][CH3:31])=[O:29])[CH2:20]3)=[CH:13][CH:12]=1.NC1C=CC(C2C=C3C(=CC=2)C(=O)N([C@@H](C(C)C)C(OC)=O)C3)=CC=1.[F:61][C:62]1[CH:67]=[CH:66][C:65](N=C=S)=[CH:64][CH:63]=1, predict the reaction product. (3) Given the reactants [CH2:1]([C:5]1[N:6]([CH2:19][CH2:20]Cl)[C:7]2[C:16]3[CH:15]=[CH:14][CH:13]=[CH:12][C:11]=3[N:10]=[C:9]([NH2:17])[C:8]=2[N:18]=1)[CH2:2][CH2:3][CH3:4].[CH3:22][S-:23].[Na+], predict the reaction product. The product is: [CH2:1]([C:5]1[N:6]([CH2:19][CH2:20][S:23][CH3:22])[C:7]2[C:16]3[CH:15]=[CH:14][CH:13]=[CH:12][C:11]=3[N:10]=[C:9]([NH2:17])[C:8]=2[N:18]=1)[CH2:2][CH2:3][CH3:4]. (4) Given the reactants [F:1][C:2]1[CH:3]=[C:4]([N:11]2[C:15]([C:16]([F:19])([F:18])[F:17])=[C:14]([C:20]([O:22][CH2:23][CH3:24])=[O:21])[CH:13]=[N:12]2)[CH:5]=[C:6](I)[C:7]=1[O:8][CH3:9].[B:25]1(B2OC(C)(C)CC(C)O2)[O:30]C(C)(C)CC(C)[O:26]1.C1(P(C2CCCCC2)C2CCCCC2)CCCCC1.C([O-])(=O)C.[K+], predict the reaction product. The product is: [CH2:23]([O:22][C:20]([C:14]1[CH:13]=[N:12][N:11]([C:4]2[CH:3]=[C:2]([F:1])[C:7]([O:8][CH3:9])=[C:6]([B:25]([OH:30])[OH:26])[CH:5]=2)[C:15]=1[C:16]([F:19])([F:18])[F:17])=[O:21])[CH3:24]. (5) Given the reactants [N+:1]([C:4]1[CH:9]=[CH:8][C:7]([O:10][C:11]2[CH:16]=[C:15]([F:17])[CH:14]=[C:13]([Cl:18])[CH:12]=2)=[CH:6][CH:5]=1)([O-])=O.[Cl-].[NH4+], predict the reaction product. The product is: [Cl:18][C:13]1[CH:12]=[C:11]([O:10][C:7]2[CH:8]=[CH:9][C:4]([NH2:1])=[CH:5][CH:6]=2)[CH:16]=[C:15]([F:17])[CH:14]=1. (6) Given the reactants [H-].[Al+3].[Li+].[H-].[H-].[H-].[OH:7][C@H:8]1[C:13](=O)[NH:12][C@H:11]([C:15](OCC2C=CC=CC=2)=[O:16])[CH2:10][CH2:9]1, predict the reaction product. The product is: [OH:16][CH2:15][C@H:11]1[NH:12][CH2:13][C@H:8]([OH:7])[CH2:9][CH2:10]1.